From a dataset of Catalyst prediction with 721,799 reactions and 888 catalyst types from USPTO. Predict which catalyst facilitates the given reaction. Reactant: OC[C:3]#[C:4][C:5]1[S:9][C:8]([C:10]([O-:12])=[O:11])=[CH:7][CH:6]=1.[C:13]([Br:17])(Br)(Br)Br.[C:18]1(P(C2C=CC=CC=2)C2C=CC=CC=2)C=CC=CC=1. Product: [Br:17][CH2:13][C:3]#[C:4][C:5]1[S:9][C:8]([C:10]([O:12][CH3:18])=[O:11])=[CH:7][CH:6]=1. The catalyst class is: 4.